From a dataset of Catalyst prediction with 721,799 reactions and 888 catalyst types from USPTO. Predict which catalyst facilitates the given reaction. Reactant: [CH3:1][C:2]1([C:8](O)=[O:9])[CH2:7][CH2:6][CH2:5][CH2:4][CH2:3]1.B#B. Product: [CH3:1][C:2]1([CH2:8][OH:9])[CH2:7][CH2:6][CH2:5][CH2:4][CH2:3]1. The catalyst class is: 7.